Dataset: Peptide-MHC class I binding affinity with 185,985 pairs from IEDB/IMGT. Task: Regression. Given a peptide amino acid sequence and an MHC pseudo amino acid sequence, predict their binding affinity value. This is MHC class I binding data. The peptide sequence is YIYKSGKLVK. The MHC is HLA-A03:01 with pseudo-sequence HLA-A03:01. The binding affinity (normalized) is 0.811.